This data is from Full USPTO retrosynthesis dataset with 1.9M reactions from patents (1976-2016). The task is: Predict the reactants needed to synthesize the given product. (1) Given the product [OH:41][C:35]([CH2:42][OH:43])([CH2:36][OH:37])[CH2:34][CH2:33][C:30]1[CH:31]=[CH:32][C:27]([C@H:9]2[N:10]([C:13]3[CH:14]=[CH:15][C:16]([CH2:19][CH2:20][CH2:21][N:22]4[CH:26]=[N:25][CH:24]=[N:23]4)=[CH:17][CH:18]=3)[C:11](=[O:12])[C@@H:8]2[CH2:7][CH2:6][C@@H:5]([C:47]2[CH:52]=[CH:51][C:50]([F:53])=[CH:49][CH:48]=2)[OH:4])=[CH:28][CH:29]=1, predict the reactants needed to synthesize it. The reactants are: C([O:4][C@H:5]([C:47]1[CH:52]=[CH:51][C:50]([F:53])=[CH:49][CH:48]=1)[CH2:6][CH2:7][C@H:8]1[C:11](=[O:12])[N:10]([C:13]2[CH:18]=[CH:17][C:16]([CH2:19][CH2:20][CH2:21][N:22]3[CH:26]=[N:25][CH:24]=[N:23]3)=[CH:15][CH:14]=2)[C@@H:9]1[C:27]1[CH:32]=[CH:31][C:30]([CH2:33][CH2:34][C:35]([CH2:42][O:43]C(=O)C)([OH:41])[CH2:36][O:37]C(=O)C)=[CH:29][CH:28]=1)(=O)C. (2) Given the product [Cl:10][C:7]1[CH:6]=[C:3]2[C:2](=[CH:9][CH:8]=1)[NH:1][CH:19]([C:18]([F:17])([F:27])[F:26])[C:20]([C:21]([O:23][CH2:24][CH3:25])=[O:22])=[CH:4]2, predict the reactants needed to synthesize it. The reactants are: [NH2:1][C:2]1[CH:9]=[CH:8][C:7]([Cl:10])=[CH:6][C:3]=1[CH:4]=O.C(=O)([O-])[O-].[K+].[K+].[F:17][C:18]([F:27])([F:26])/[CH:19]=[CH:20]/[C:21]([O:23][CH2:24][CH3:25])=[O:22].